Task: Predict the product of the given reaction.. Dataset: Forward reaction prediction with 1.9M reactions from USPTO patents (1976-2016) (1) Given the reactants [C:1]([O:5][C:6](=[O:16])[NH:7][C:8]1[CH:13]=[CH:12][C:11](Br)=[C:10]([CH3:15])[CH:9]=1)([CH3:4])([CH3:3])[CH3:2].[C:17]([C:20]1[CH:21]=[C:22](B(O)O)[CH:23]=[CH:24][CH:25]=1)([OH:19])=[O:18].C(=O)([O-])[O-].[Cs+].[Cs+], predict the reaction product. The product is: [C:1]([O:5][C:6]([NH:7][C:8]1[CH:13]=[CH:12][C:11]([C:24]2[CH:23]=[CH:22][CH:21]=[C:20]([C:17]([OH:19])=[O:18])[CH:25]=2)=[C:10]([CH3:15])[CH:9]=1)=[O:16])([CH3:4])([CH3:3])[CH3:2]. (2) Given the reactants [Cl-].[C:2]([C:4]1[CH:5]=[C:6]([CH2:11][CH2:12][C:13]2([OH:19])[CH2:18][CH2:17][NH2+:16][CH2:15][CH2:14]2)[CH:7]=[CH:8][C:9]=1[F:10])#[N:3].[N:20]1([C:25]2[CH:30]=[CH:29][C:28]([CH2:31][C:32](O)=[O:33])=[C:27]([C:35]([F:38])([F:37])[F:36])[CH:26]=2)[CH:24]=[N:23][N:22]=[N:21]1, predict the reaction product. The product is: [F:10][C:9]1[CH:8]=[CH:7][C:6]([CH2:11][CH2:12][C:13]2([OH:19])[CH2:18][CH2:17][N:16]([C:32](=[O:33])[CH2:31][C:28]3[CH:29]=[CH:30][C:25]([N:20]4[CH:24]=[N:23][N:22]=[N:21]4)=[CH:26][C:27]=3[C:35]([F:37])([F:38])[F:36])[CH2:15][CH2:14]2)=[CH:5][C:4]=1[C:2]#[N:3]. (3) The product is: [O:19]=[C:14]1[NH:15][C:16]2[C:11](=[CH:10][C:9]([C:6]3[CH:5]=[CH:4][C:3]([C:2]([F:1])([F:20])[F:21])=[CH:8][CH:7]=3)=[CH:18][CH:17]=2)[N:12]([CH2:29][C:30]([NH2:32])=[O:31])[CH2:13]1. Given the reactants [F:1][C:2]([F:21])([F:20])[C:3]1[CH:8]=[CH:7][C:6]([C:9]2[CH:10]=[C:11]3[C:16](=[CH:17][CH:18]=2)[NH:15][C:14](=[O:19])[CH2:13][NH:12]3)=[CH:5][CH:4]=1.C(=O)([O-])[O-].[Na+].[Na+].Br[CH2:29][C:30]([NH2:32])=[O:31].C(OCC)(=O)C, predict the reaction product. (4) Given the reactants [NH2:1][C:2]1[C:11]2[CH:10]=[CH:9][C:8]([F:12])=[C:7](Br)[C:6]=2[N:5]=[C:4]2[CH2:14][N:15]([CH:18]3[CH2:21][CH2:20][CH2:19]3)[C:16](=[O:17])[C:3]=12.[CH3:22][O:23][C:24]1[N:29]=[C:28]([CH3:30])[C:27](B2OC(C)(C)C(C)(C)O2)=[CH:26][CH:25]=1, predict the reaction product. The product is: [NH2:1][C:2]1[C:11]2[CH:10]=[CH:9][C:8]([F:12])=[C:7]([C:27]3[C:28]([CH3:30])=[N:29][C:24]([O:23][CH3:22])=[CH:25][CH:26]=3)[C:6]=2[N:5]=[C:4]2[CH2:14][N:15]([CH:18]3[CH2:21][CH2:20][CH2:19]3)[C:16](=[O:17])[C:3]=12. (5) Given the reactants [F:1][C:2]1[C:8]([C:9]([F:12])([F:11])[F:10])=[CH:7][CH:6]=[CH:5][C:3]=1[NH2:4].[N:13]([O-])=O.[Na+].C([O-])(=O)C.[Na+].[C:22]([CH2:25][C:26](=[O:28])[CH3:27])(=[O:24])[CH3:23], predict the reaction product. The product is: [F:1][C:2]1[C:8]([C:9]([F:10])([F:11])[F:12])=[CH:7][CH:6]=[CH:5][C:3]=1[NH:4][N:13]=[C:25]([C:26](=[O:28])[CH3:27])[C:22](=[O:24])[CH3:23].